Dataset: Reaction yield outcomes from USPTO patents with 853,638 reactions. Task: Predict the reaction yield, written as a fraction of the theoretical maximum amount of product (1.0 means a 100% yield; for example, 0.34 means a 34% yield). The reactants are [Cl:1][C:2]1[CH:7]=[CH:6][C:5]([C:8]([C:10]2[CH:11]=[CH:12][C:13]3[N:19]=[C:18]([NH:20][NH2:21])[CH2:17][S:16][CH:15]([C:22]4[CH:27]=[CH:26][CH:25]=[C:24]([Cl:28])[CH:23]=4)[C:14]=3[CH:29]=2)=[O:9])=[CH:4][CH:3]=1.Cl.[N:31]([O-])=O.[Na+].C([O-])([O-])=O.[K+].[K+]. The catalyst is O. The product is [Cl:1][C:2]1[CH:3]=[CH:4][C:5]([C:8]([C:10]2[CH:11]=[CH:12][C:13]3[N:19]4[N:31]=[N:21][N:20]=[C:18]4[CH2:17][S:16][CH:15]([C:22]4[CH:27]=[CH:26][CH:25]=[C:24]([Cl:28])[CH:23]=4)[C:14]=3[CH:29]=2)=[O:9])=[CH:6][CH:7]=1. The yield is 0.196.